From a dataset of Full USPTO retrosynthesis dataset with 1.9M reactions from patents (1976-2016). Predict the reactants needed to synthesize the given product. (1) Given the product [CH2:10]([C:7]1[CH:8]=[CH:9][C:4]([CH2:3][OH:2])=[CH:5][C:6]=1[C:12]([F:13])([F:14])[F:15])[CH3:11], predict the reactants needed to synthesize it. The reactants are: C[O:2][C:3](=O)[C:4]1[CH:9]=[CH:8][C:7]([CH2:10][CH3:11])=[C:6]([C:12]([F:15])([F:14])[F:13])[CH:5]=1.[BH4-].[Li+].Cl. (2) The reactants are: C(N1C2C(=CC(Br)=CC=2)N(C(OC(C)C)=O)C[C@@H]1C)(=O)C.[CH:22]1([C:25]([N:27]2[C:36]3[C:31](=[CH:32][C:33]([C:37]4[CH:38]=[N:39][NH:40][CH:41]=4)=[CH:34][CH:35]=3)[N:30]([C:42]([O:44][CH:45]([CH3:47])[CH3:46])=[O:43])[CH2:29][C@@H:28]2[CH3:48])=[O:26])CC1. Given the product [C:25]([N:27]1[C:36]2[C:31](=[CH:32][C:33]([C:37]3[CH:41]=[N:40][NH:39][CH:38]=3)=[CH:34][CH:35]=2)[N:30]([C:42]([O:44][CH:45]([CH3:47])[CH3:46])=[O:43])[CH2:29][C@@H:28]1[CH3:48])(=[O:26])[CH3:22], predict the reactants needed to synthesize it. (3) Given the product [Br:1][C:2]1[CH:3]=[N:4][C:5]2[N:6]([N:8]=[C:9]([C:11]([N:16]3[CH:15]([CH3:14])[C:28]4[C:19](=[C:20]5[C:25](=[CH:26][CH:27]=4)[N:24]=[CH:23][CH:22]=[CH:21]5)[CH2:18][CH2:17]3)=[O:13])[CH:10]=2)[CH:7]=1, predict the reactants needed to synthesize it. The reactants are: [Br:1][C:2]1[CH:3]=[N:4][C:5]2[N:6]([N:8]=[C:9]([C:11]([OH:13])=O)[CH:10]=2)[CH:7]=1.[CH3:14][CH:15]1[C:28]2[C:19](=[C:20]3[C:25](=[CH:26][CH:27]=2)[N:24]=[CH:23][CH:22]=[CH:21]3)[CH2:18][CH2:17][NH:16]1. (4) Given the product [N:1]1([S:11]([C:14]2[CH:15]=[C:16]([N:20]3[C:35](=[O:36])[C:25]4[C:26]([CH3:34])=[C:27]([C:29]([O:31][CH2:32][CH3:33])=[O:30])[S:28][C:24]=4[NH:23][C:21]3=[O:22])[CH:17]=[CH:18][CH:19]=2)(=[O:13])=[O:12])[C:10]2[C:5](=[CH:6][CH:7]=[CH:8][CH:9]=2)[CH2:4][CH2:3][CH2:2]1.[N:1]1([S:11]([C:14]2[CH:15]=[C:16]([N:20]3[C:35](=[O:36])[C:25]4[C:26]([CH3:34])=[C:27]([C:29]([OH:31])=[O:30])[S:28][C:24]=4[NH:23][C:21]3=[O:22])[CH:17]=[CH:18][CH:19]=2)(=[O:13])=[O:12])[C:10]2[C:5](=[CH:6][CH:7]=[CH:8][CH:9]=2)[CH2:4][CH2:3][CH2:2]1, predict the reactants needed to synthesize it. The reactants are: [N:1]1([S:11]([C:14]2[CH:15]=[C:16]([NH:20][C:21]([NH:23][C:24]3[S:28][C:27]([C:29]([O:31][CH2:32][CH3:33])=[O:30])=[C:26]([CH3:34])[C:25]=3[C:35](OCC)=[O:36])=[O:22])[CH:17]=[CH:18][CH:19]=2)(=[O:13])=[O:12])[C:10]2[C:5](=[CH:6][CH:7]=[CH:8][CH:9]=2)[CH2:4][CH2:3][CH2:2]1.C[O-].[Na+]. (5) The reactants are: [C:1]([C:5]1[CH:10]=[CH:9][C:8]([CH2:11][CH:12]([NH:18][CH2:19][CH2:20][CH2:21]O)[C@@H:13]2[CH2:17][CH2:16][CH2:15][NH:14]2)=[CH:7][CH:6]=1)([CH3:4])([CH3:3])[CH3:2].C1C=CC(P(C2C=CC=CC=2)C2C=CC=CC=2)=CC=1.C1C(=O)N(Br)C(=O)C1.C(N(CC)CC)C. Given the product [C:1]([C:5]1[CH:10]=[CH:9][C:8]([CH2:11][CH:12]2[NH:18][CH2:19][CH2:20][CH2:21][N:14]3[CH2:15][CH2:16][CH2:17][C@@H:13]23)=[CH:7][CH:6]=1)([CH3:4])([CH3:3])[CH3:2], predict the reactants needed to synthesize it.